This data is from Forward reaction prediction with 1.9M reactions from USPTO patents (1976-2016). The task is: Predict the product of the given reaction. (1) The product is: [CH3:28][O:27][C:25](=[O:26])[CH2:24][CH2:23][CH2:22][CH2:21][C:20]([NH:1][C:2]1[CH:3]=[CH:4][C:5]([C:6]([NH:8][NH:9][C:10]([O:12][C:13]([CH3:15])([CH3:14])[CH3:16])=[O:11])=[O:7])=[CH:17][CH:18]=1)=[O:29]. Given the reactants [NH2:1][C:2]1[CH:18]=[CH:17][C:5]([C:6]([NH:8][NH:9][C:10]([O:12][C:13]([CH3:16])([CH3:15])[CH3:14])=[O:11])=[O:7])=[CH:4][CH:3]=1.Cl[C:20](=[O:29])[CH2:21][CH2:22][CH2:23][CH2:24][C:25]([O:27][CH3:28])=[O:26], predict the reaction product. (2) The product is: [NH2:25][C@@H:20]([CH2:21][CH:22]([CH3:24])[CH3:23])[CH2:19][O:18][C:17]1[C:2]([F:1])=[CH:3][C:4]2[C:13]3[C:8](=[CH:9][N:10]=[CH:11][CH:12]=3)[C:7](=[O:14])[N:6]([CH3:15])[C:5]=2[CH:16]=1. Given the reactants [F:1][C:2]1[C:17]([O:18][CH2:19][C@@H:20]([NH:25]C(=O)OC(C)(C)C)[CH2:21][CH:22]([CH3:24])[CH3:23])=[CH:16][C:5]2[N:6]([CH3:15])[C:7](=[O:14])[C:8]3[C:13]([C:4]=2[CH:3]=1)=[CH:12][CH:11]=[N:10][CH:9]=3.Cl, predict the reaction product. (3) Given the reactants [C:1]([OH:4])(=[O:3])[CH3:2].[C:5]([O:8][C:9](=[O:11])[CH3:10])(=[O:7])[CH3:6].[CH2:12]([C:14]1[O:18][N:17]=[C:16]([C@@H:19]2[C@@H:23](O)[C@@H](O)[C@H](OC)O2)[N:15]=1)[CH3:13].C(C1ON=C([C@@H]2[C@@H](O)[C@@H:38](O)[C@@H:37]([O:42]C)[O:36]2)N=1)C.C(=O)([O-])O.[Na+], predict the reaction product. The product is: [C:1]([O:4][C@H:23]1[C@@H:6]([O:42][C:37](=[O:36])[CH3:38])[C@H:5]([O:8][C:9](=[O:11])[CH3:10])[O:7][C@@H:19]1[C:16]1[N:15]=[C:14]([CH2:12][CH3:13])[O:18][N:17]=1)(=[O:3])[CH3:2]. (4) Given the reactants [CH3:1][N:2]1[C:6]2[CH:7]=[C:8]([C:11]3[CH:18]=[N:17][CH:16]=[CH:15][C:12]=3[CH:13]=O)[CH:9]=[CH:10][C:5]=2[O:4][C:3]1=[O:19].[F:20][C:21]([F:27])([F:26])[S:22]([NH2:25])(=[O:24])=[O:23].C(O)(=O)C.C(O[BH-](OC(=O)C)OC(=O)C)(=O)C.[Na+], predict the reaction product. The product is: [F:20][C:21]([F:27])([F:26])[S:22]([NH:25][CH2:13][C:12]1[CH:15]=[CH:16][N:17]=[CH:18][C:11]=1[C:8]1[CH:9]=[CH:10][C:5]2[O:4][C:3](=[O:19])[N:2]([CH3:1])[C:6]=2[CH:7]=1)(=[O:24])=[O:23]. (5) Given the reactants [O:1]=[C:2]1[C:7]([CH2:8][C:9]2[CH:14]=[CH:13][C:12]([C:15]3[C:16]([C:21]#[N:22])=[CH:17][CH:18]=[CH:19][CH:20]=3)=[CH:11][CH:10]=2)=[C:6]([CH2:23][CH2:24][CH3:25])[N:5]2[N:26]=[CH:27][N:28]=[C:4]2[N:3]1[CH:29]1[CH2:34][CH2:33][NH:32][CH2:31][CH2:30]1.[O:35]1[CH2:40][CH2:39][CH2:38][CH2:37][CH2:36]1.O1C=CC(=O)C=C1.C(O[BH-](OC(=O)C)OC(=O)C)(=O)C.[Na+], predict the reaction product. The product is: [O:1]=[C:2]1[C:7]([CH2:8][C:9]2[CH:10]=[CH:11][C:12]([C:15]3[C:16]([C:21]#[N:22])=[CH:17][CH:18]=[CH:19][CH:20]=3)=[CH:13][CH:14]=2)=[C:6]([CH2:23][CH2:24][CH3:25])[N:5]2[N:26]=[CH:27][N:28]=[C:4]2[N:3]1[CH:29]1[CH2:30][CH2:31][N:32]([CH:38]2[CH2:39][CH2:40][O:35][CH2:36][CH2:37]2)[CH2:33][CH2:34]1. (6) Given the reactants [CH2:1]([N:3]1[C:7]2=[N:8][C:9]([CH2:48][CH3:49])=[C:10]([CH2:19][NH:20][C:21]([C:23]3[CH:28]=[CH:27][CH:26]=[C:25]([C:29]([NH:31][CH2:32][C:33]4[CH:34]=[C:35]([C:40]5[CH:45]=[CH:44][CH:43]=[C:42]([CH:46]=O)[CH:41]=5)[C:36]([CH3:39])=[CH:37][CH:38]=4)=[O:30])[CH:24]=3)=[O:22])[C:11]([NH:12][CH:13]3[CH2:18][CH2:17][O:16][CH2:15][CH2:14]3)=[C:6]2[CH:5]=[N:4]1)[CH3:2].[NH:50]1[CH2:55][CH2:54][NH:53][CH2:52][CH2:51]1.C(O[BH-](OC(=O)C)OC(=O)C)(=O)C.[Na+].C(O)(C(F)(F)F)=O, predict the reaction product. The product is: [CH2:1]([N:3]1[C:7]2=[N:8][C:9]([CH2:48][CH3:49])=[C:10]([CH2:19][NH:20][C:21]([C:23]3[CH:28]=[CH:27][CH:26]=[C:25]([C:29]([NH:31][CH2:32][C:33]4[CH:34]=[C:35]([C:40]5[CH:45]=[CH:44][CH:43]=[C:42]([CH2:46][N:50]6[CH2:55][CH2:54][NH:53][CH2:52][CH2:51]6)[CH:41]=5)[C:36]([CH3:39])=[CH:37][CH:38]=4)=[O:30])[CH:24]=3)=[O:22])[C:11]([NH:12][CH:13]3[CH2:14][CH2:15][O:16][CH2:17][CH2:18]3)=[C:6]2[CH:5]=[N:4]1)[CH3:2].